Dataset: Reaction yield outcomes from USPTO patents with 853,638 reactions. Task: Predict the reaction yield, written as a fraction of the theoretical maximum amount of product (1.0 means a 100% yield; for example, 0.34 means a 34% yield). (1) The reactants are [CH3:1][O:2][C:3](=[O:16])[C:4]1[CH:9]=[CH:8][C:7]([CH2:10][OH:11])=[CH:6][C:5]=1[NH:12][C:13](=[O:15])[CH3:14]. The catalyst is C(Cl)Cl.O=[Mn]=O. The product is [CH3:1][O:2][C:3](=[O:16])[C:4]1[CH:9]=[CH:8][C:7]([CH:10]=[O:11])=[CH:6][C:5]=1[NH:12][C:13](=[O:15])[CH3:14]. The yield is 0.680. (2) The reactants are Cl[C:2]1[CH:11]=[N:10][C:9]2[C:4](=[CH:5][CH:6]=[CH:7][CH:8]=2)[N:3]=1.C(=O)([O-])[O-].[K+].[K+].[NH2:18][CH2:19][C:20]([NH2:23])([CH3:22])[CH3:21]. No catalyst specified. The product is [NH2:23][C:20]([CH3:22])([CH2:21][C:2]1[CH:11]=[N:10][C:9]2[C:4](=[CH:5][CH:6]=[CH:7][CH:8]=2)[N:3]=1)[CH2:19][NH2:18]. The yield is 0.640. (3) The reactants are C([O:8][C:9]1[C:13]([O:14][CH2:15][C:16]2[CH:21]=[CH:20][CH:19]=[CH:18][CH:17]=2)=[C:12]([C:22](=[O:26])[N:23]([CH3:25])[CH3:24])[N:11]([C:27]2[CH:32]=[CH:31][C:30]([O:33][CH3:34])=[CH:29][CH:28]=2)[C:10]=1[C:35]([O:37]CC)=O)C1C=CC=CC=1.Cl.[CH2:41]([NH2:43])[CH3:42].[CH:44]([Mg]Cl)([CH3:46])[CH3:45]. The catalyst is C1COCC1. The product is [CH2:45]([O:8][C:9]1[C:13]([O:14][CH2:15][C:16]2[CH:21]=[CH:20][CH:19]=[CH:18][CH:17]=2)=[C:12]([C:22]([N:23]([CH3:24])[CH3:25])=[O:26])[N:11]([C:27]2[CH:28]=[CH:29][C:30]([O:33][CH3:34])=[CH:31][CH:32]=2)[C:10]=1[C:35]([NH:43][CH2:41][CH3:42])=[O:37])[C:44]1[CH:46]=[CH:35][CH:10]=[CH:9][CH:13]=1. The yield is 0.950. (4) The reactants are Cl[CH2:2][CH2:3][CH2:4][O:5][C:6]1[CH:15]=[C:14]2[C:9]([C:10](=[O:16])[CH:11]=[CH:12][NH:13]2)=[CH:8][C:7]=1[O:17][CH3:18].[NH:19]1[CH2:23][CH2:22][CH2:21][CH2:20]1. The catalyst is C(#N)C. The product is [CH3:18][O:17][C:7]1[CH:8]=[C:9]2[C:14](=[CH:15][C:6]=1[O:5][CH2:4][CH2:3][CH2:2][N:19]1[CH2:23][CH2:22][CH2:21][CH2:20]1)[NH:13][CH:12]=[CH:11][C:10]2=[O:16]. The yield is 0.953. (5) The reactants are [CH:1]1([CH2:7][CH:8]([NH:12][C:13]([C:15]2[CH:45]=[CH:44][C:18]3[N:19]([CH:38]4[CH2:43][CH2:42][CH2:41][CH2:40][CH2:39]4)[C:20]([C:22]4[CH:23]=[C:24]5[C:29](=[CH:30][CH:31]=4)[N:28]=[C:27]([C:32]4[CH:37]=[CH:36][CH:35]=[CH:34][CH:33]=4)[CH:26]=[N:25]5)=[N:21][C:17]=3[CH:16]=2)=[O:14])[C:9]([OH:11])=[O:10])CCCC[CH2:2]1.N(C(OCC1C2C(=CC=CC=2)C2C1=CC=CC=2)=O)[C@H](C(O)=O)CC1[N:53]=[CH:52][NH:51]C=1. No catalyst specified. The product is [CH:38]1([N:19]2[C:18]3[CH:44]=[CH:45][C:15]([C:13]([NH:12][CH:8]([CH2:7][C:1]4[N:51]=[CH:52][NH:53][CH:2]=4)[C:9]([OH:11])=[O:10])=[O:14])=[CH:16][C:17]=3[N:21]=[C:20]2[C:22]2[CH:23]=[C:24]3[C:29](=[CH:30][CH:31]=2)[N:28]=[C:27]([C:32]2[CH:37]=[CH:36][CH:35]=[CH:34][CH:33]=2)[CH:26]=[N:25]3)[CH2:39][CH2:40][CH2:41][CH2:42][CH2:43]1. The yield is 0.510. (6) The reactants are [Cl:1][C:2]1[CH:7]=[C:6]([Cl:8])[CH:5]=[CH:4][C:3]=1[C:9]1[N:10]=[C:11](/[CH:16]=[CH:17]/[C:18]2[CH:23]=[CH:22][C:21]([OH:24])=[CH:20][CH:19]=2)[N:12]([CH2:14][CH3:15])[CH:13]=1.I[C:26]1[CH:36]=[CH:35][C:29]([C:30]([O:32]CC)=[O:31])=[CH:28][CH:27]=1. No catalyst specified. The product is [Cl:1][C:2]1[CH:7]=[C:6]([Cl:8])[CH:5]=[CH:4][C:3]=1[C:9]1[N:10]=[C:11](/[CH:16]=[CH:17]/[C:18]2[CH:19]=[CH:20][C:21]([O:24][C:26]3[CH:36]=[CH:35][C:29]([C:30]([OH:32])=[O:31])=[CH:28][CH:27]=3)=[CH:22][CH:23]=2)[N:12]([CH2:14][CH3:15])[CH:13]=1. The yield is 0.0140. (7) The reactants are CS[C:3]1[C:4]2[CH:12]=[CH:11][N:10]=[CH:9][C:5]=2[N:6]=[CH:7][N:8]=1.[Br:13][C:14]1[CH:15]=[C:16]([CH:18]=[CH:19][CH:20]=1)[NH2:17]. No catalyst specified. The product is [Br:13][C:14]1[CH:15]=[C:16]([CH:18]=[CH:19][CH:20]=1)[NH:17][C:3]1[C:4]2[CH:12]=[CH:11][N:10]=[CH:9][C:5]=2[N:6]=[CH:7][N:8]=1. The yield is 0.527. (8) The reactants are [F:1][CH:2]([F:39])[C:3]1[N:7]([C:8]2[N:13]=[C:12]([N:14]3[CH2:19][CH2:18][O:17][CH2:16][CH2:15]3)[N:11]=[C:10]([N:20]3[CH2:25][CH2:24][N:23](C(OC(C)(C)C)=O)[CH2:22][CH2:21]3)[N:9]=2)[C:6]2[CH:33]=[CH:34][CH:35]=[C:36]([O:37][CH3:38])[C:5]=2[N:4]=1.C(O)(C(F)(F)F)=O.N. The catalyst is C(Cl)Cl. The product is [F:39][CH:2]([F:1])[C:3]1[N:7]([C:8]2[N:13]=[C:12]([N:14]3[CH2:15][CH2:16][O:17][CH2:18][CH2:19]3)[N:11]=[C:10]([N:20]3[CH2:25][CH2:24][NH:23][CH2:22][CH2:21]3)[N:9]=2)[C:6]2[CH:33]=[CH:34][CH:35]=[C:36]([O:37][CH3:38])[C:5]=2[N:4]=1. The yield is 1.00. (9) The reactants are [Br:1][C:2]1[CH:7]=[CH:6][C:5]([C:8](O)([CH3:10])[CH3:9])=[C:4]([F:12])[CH:3]=1.C([SiH](CC)CC)C.FC(F)(F)C(O)=O. The catalyst is ClCCl. The product is [Br:1][C:2]1[CH:7]=[CH:6][C:5]([CH:8]([CH3:9])[CH3:10])=[C:4]([F:12])[CH:3]=1. The yield is 0.330.